This data is from hERG Central: cardiac toxicity at 1µM, 10µM, and general inhibition. The task is: Predict hERG channel inhibition at various concentrations. (1) The molecule is COc1ccc(C2C3=C(CC(C)(C)CC3=O)Oc3ncn(Cc4ccccc4)c(=N)c32)cc1. Results: hERG_inhib (hERG inhibition (general)): blocker. (2) The compound is O=C(O)C(=O)O.OCC1CCCCN1CC(O)COC(c1ccc(F)cc1)c1ccc(F)cc1. Results: hERG_inhib (hERG inhibition (general)): blocker. (3) The compound is CN(C)C1(CNC(=O)C2CCN(S(=O)(=O)c3c(Cl)cccc3Cl)CC2)CCCCC1. Results: hERG_inhib (hERG inhibition (general)): blocker. (4) The drug is NS(=O)(=O)c1ccc(N2CCN(CCOc3ccc(Cl)cc3)CC2)nc1. Results: hERG_inhib (hERG inhibition (general)): blocker. (5) The compound is CN1CCN(c2ccccc2NC(=O)c2ccccc2F)CC1. Results: hERG_inhib (hERG inhibition (general)): blocker. (6) The molecule is CCN1CCC2(CCN(C(=O)c3cc(COc4cc(C)ccc4C)on3)C2)C1. Results: hERG_inhib (hERG inhibition (general)): blocker. (7) The compound is CN(CCCC(=O)NCc1ccc2c(c1)OCO2)S(=O)(=O)c1ccc([N+](=O)[O-])cc1. Results: hERG_inhib (hERG inhibition (general)): blocker. (8) The compound is Cl.c1ccc(Nc2nc(NCc3ccco3)c3ccccc3n2)cc1. Results: hERG_inhib (hERG inhibition (general)): blocker. (9) The molecule is CC(C)(C)c1ccc(C(=O)N2CCN(CCNC(=O)C(=O)Nc3ccc(F)cc3)CC2)cc1. Results: hERG_inhib (hERG inhibition (general)): blocker.